From a dataset of Forward reaction prediction with 1.9M reactions from USPTO patents (1976-2016). Predict the product of the given reaction. (1) Given the reactants [N+:1]([C:4]1[CH:9]=[CH:8][C:7]([C:10](=O)[CH3:11])=[CH:6][CH:5]=1)([O-:3])=[O:2].C([O-])=O.[NH4+:16].C(O)(=O)C, predict the reaction product. The product is: [N+:1]([C:4]1[CH:9]=[CH:8][C:7]([CH:10]([NH2:16])[CH3:11])=[CH:6][CH:5]=1)([O-:3])=[O:2]. (2) Given the reactants C([O:3][C:4](=[O:20])[C:5]([C:7]1[CH:8]=[N:9][CH:10]=[CH:11][C:12]=1[NH:13]C(=O)C(C)(C)C)=O)C.[OH-].[K+].[C:23]([C:26]1[CH:31]=[CH:30][CH:29]=[CH:28][CH:27]=1)(=O)[CH3:24], predict the reaction product. The product is: [C:26]1([C:23]2[CH:24]=[C:5]([C:4]([OH:20])=[O:3])[C:7]3[C:12](=[CH:11][CH:10]=[N:9][CH:8]=3)[N:13]=2)[CH:31]=[CH:30][CH:29]=[CH:28][CH:27]=1. (3) Given the reactants C(=O)([O-])[O-].[K+].[K+].[CH3:7][O:8][C:9]([CH:11]1[CH2:18][CH:17]2[NH:19][CH:13]([CH2:14][CH2:15][CH2:16]2)[CH2:12]1)=[O:10].Br[CH:21]([C:23]1[CH:24]=[C:25]2[C:30](=[CH:31][CH:32]=1)[C:29]([C:33]([F:36])([F:35])[F:34])=[C:28]([O:37][CH:38]1[CH2:43][CH2:42][CH:41]([CH2:44][CH3:45])[CH2:40][CH2:39]1)[CH:27]=[CH:26]2)[CH3:22], predict the reaction product. The product is: [CH2:44]([C@@H:41]1[CH2:40][CH2:39][C@H:38]([O:37][C:28]2[C:29]([C:33]([F:34])([F:35])[F:36])=[C:30]3[C:25](=[CH:26][CH:27]=2)[CH:24]=[C:23]([CH:21]([N:19]2[CH:13]4[CH2:14][CH2:15][CH2:16][CH:17]2[CH2:18][CH:11]([C:9]([O:8][CH3:7])=[O:10])[CH2:12]4)[CH3:22])[CH:32]=[CH:31]3)[CH2:43][CH2:42]1)[CH3:45]. (4) Given the reactants [OH:1][C@H:2]1[CH2:26][CH2:25][C@@:24]2([CH3:27])[C:4](=[CH:5][CH2:6][C@@H:7]3[C@@H:23]2[CH2:22][CH2:21][C@@:20]2([CH3:28])[C@H:8]3[CH2:9][CH:10]=[C:11]2[C@H:12]([CH3:19])[CH2:13][CH2:14][CH2:15][CH:16]([CH3:18])[CH3:17])[C:3]1([CH3:30])[CH3:29].[C:31](Cl)(=[O:38])[C:32]1[CH:37]=[CH:36][CH:35]=[CH:34][CH:33]=1, predict the reaction product. The product is: [C:31]([O:1][C@H:2]1[CH2:26][CH2:25][C@@:24]2([CH3:27])[C:4](=[CH:5][CH2:6][C@@H:7]3[C@@H:23]2[CH2:22][CH2:21][C@@:20]2([CH3:28])[C@H:8]3[CH2:9][CH:10]=[C:11]2[C@H:12]([CH3:19])[CH2:13][CH2:14][CH2:15][CH:16]([CH3:18])[CH3:17])[C:3]1([CH3:30])[CH3:29])(=[O:38])[C:32]1[CH:37]=[CH:36][CH:35]=[CH:34][CH:33]=1. (5) Given the reactants [Cl:1][C:2]1[CH:3]=[C:4]([C:11]2[CH:12]=[C:13]3[C:18](=[CH:19][CH:20]=2)[N:17]=[CH:16][C:15]([C:21]([CH:23]2[CH2:25][CH2:24]2)=[O:22])=[C:14]3[NH:26][C@H:27]2[CH2:32][CH2:31][C@H:30]([CH2:33][NH:34]C(=O)OC(C)(C)C)[CH2:29][CH2:28]2)[CH:5]=[C:6]([O:9][CH3:10])[C:7]=1[OH:8].C(O)(C(F)(F)F)=O, predict the reaction product. The product is: [NH2:34][CH2:33][C@H:30]1[CH2:31][CH2:32][C@H:27]([NH:26][C:14]2[C:13]3[C:18](=[CH:19][CH:20]=[C:11]([C:4]4[CH:5]=[C:6]([O:9][CH3:10])[C:7]([OH:8])=[C:2]([Cl:1])[CH:3]=4)[CH:12]=3)[N:17]=[CH:16][C:15]=2[C:21]([CH:23]2[CH2:24][CH2:25]2)=[O:22])[CH2:28][CH2:29]1. (6) Given the reactants [NH2:1][C:2]1[CH:10]=[CH:9][C:8]([C:11]2[N:12]([C:27]([O:29][C:30]([CH3:33])([CH3:32])[CH3:31])=[O:28])[C:13]3[C:18]([CH:19]=2)=[CH:17][C:16]([CH2:20][N:21]2[CH2:26][CH2:25][CH2:24][CH2:23][CH2:22]2)=[CH:15][CH:14]=3)=[C:7]2[C:3]=1[CH2:4][NH:5][C:6]2=[O:34].C(N(CC)CC)C.[CH:42]1([C:45](Cl)=[O:46])[CH2:44][CH2:43]1.O, predict the reaction product. The product is: [CH:42]1([C:45]([NH:1][C:2]2[CH:10]=[CH:9][C:8]([C:11]3[N:12]([C:27]([O:29][C:30]([CH3:31])([CH3:33])[CH3:32])=[O:28])[C:13]4[C:18]([CH:19]=3)=[CH:17][C:16]([CH2:20][N:21]3[CH2:26][CH2:25][CH2:24][CH2:23][CH2:22]3)=[CH:15][CH:14]=4)=[C:7]3[C:3]=2[CH2:4][NH:5][C:6]3=[O:34])=[O:46])[CH2:44][CH2:43]1. (7) Given the reactants O=C1CCC(=O)N1[C:8](=[O:20])[C:9]([NH:12][C:13](=[O:19])[O:14][C:15]([CH3:18])([CH3:17])[CH3:16])([CH3:11])[CH3:10].[CH:21]1[CH:26]=[CH:25][C:24]([CH2:27][CH2:28][C@@H:29]([NH2:33])[C:30]([OH:32])=[O:31])=[CH:23][CH:22]=1.O.C(N(CC)CC)C, predict the reaction product. The product is: [C:15]([O:14][C:13]([NH:12][C:9]([CH3:11])([CH3:10])[C:8]([NH:33][C@H:29]([CH2:28][CH2:27][C:24]1[CH:23]=[CH:22][CH:21]=[CH:26][CH:25]=1)[C:30]([OH:32])=[O:31])=[O:20])=[O:19])([CH3:18])([CH3:17])[CH3:16]. (8) Given the reactants [CH2:1]([O:3][C:4](=[O:26])[CH2:5][C:6]1[CH:11]=[CH:10][C:9]([O:12][CH3:13])=[C:8]([O:14][C:15]2[CH:20]=[CH:19][C:18]([N+:21]([O-:23])=[O:22])=[CH:17][C:16]=2[CH2:24]Br)[CH:7]=1)[CH3:2].[Cl:27][C:28]1[CH:33]=[CH:32][C:31]([SH:34])=[CH:30][CH:29]=1, predict the reaction product. The product is: [CH2:1]([O:3][C:4](=[O:26])[CH2:5][C:6]1[CH:11]=[CH:10][C:9]([O:12][CH3:13])=[C:8]([O:14][C:15]2[CH:20]=[CH:19][C:18]([N+:21]([O-:23])=[O:22])=[CH:17][C:16]=2[CH2:24][S:34][C:31]2[CH:32]=[CH:33][C:28]([Cl:27])=[CH:29][CH:30]=2)[CH:7]=1)[CH3:2]. (9) The product is: [CH3:1][O:2][C@@H:3]1[C@@H:7]([O:8][N+:9]([O-:11])=[O:10])[CH2:6][C@H:5]([C:12]([NH:14][C@H:15]([C:19]([OH:21])=[O:20])[CH:16]([CH3:18])[CH3:17])=[O:13])[CH2:4]1. Given the reactants [CH3:1][O:2][C@@H:3]1[C@@H:7]([O:8][N+:9]([O-:11])=[O:10])[CH2:6][C@H:5]([C:12]([NH:14][C@H:15]([C:19]([O:21]C)=[O:20])[CH:16]([CH3:18])[CH3:17])=[O:13])[CH2:4]1.[OH-].[Na+], predict the reaction product.